Dataset: Catalyst prediction with 721,799 reactions and 888 catalyst types from USPTO. Task: Predict which catalyst facilitates the given reaction. (1) The catalyst class is: 3. Product: [C:12]([O:16][C:17]([N:19]1[CH2:23][CH2:22][CH:21]([O:24][C:4]2[CH:3]=[C:2]([Cl:1])[CH:7]=[CH:6][C:5]=2[CH2:23][CH2:22][CH:21]=[O:24])[CH2:20]1)=[O:18])([CH3:15])([CH3:13])[CH3:14]. Reactant: [Cl:1][C:2]1[CH:7]=[CH:6][C:5]([N+]([O-])=O)=[C:4](F)[CH:3]=1.[C:12]([O:16][C:17]([N:19]1[CH2:23][CH2:22][CH:21]([OH:24])[CH2:20]1)=[O:18])([CH3:15])([CH3:14])[CH3:13].[H-].[Na+]. (2) Reactant: Cl[C:2]([O:4][CH2:5][CH3:6])=[O:3].[NH:7]1[C:11]2[CH:12]=[CH:13][CH:14]=[CH:15][C:10]=2[N:9]=[N:8]1.C(N(CC)CC)C. Product: [CH2:5]([O:4][C:2]([N:7]1[C:11]2[CH:12]=[CH:13][CH:14]=[CH:15][C:10]=2[N:9]=[N:8]1)=[O:3])[CH3:6]. The catalyst class is: 1. (3) Reactant: [CH3:1][C@H:2]([NH:11][CH3:12])[C@@H:3]([OH:10])[C:4]1[CH:9]=[CH:8][CH:7]=[CH:6][CH:5]=1.C(N(CC)CC)C.[C:20](Cl)(=[O:29])[CH2:21][CH2:22][C:23]1[CH:28]=[CH:27][CH:26]=[CH:25][CH:24]=1. Product: [OH:10][C@@H:3]([C:4]1[CH:9]=[CH:8][CH:7]=[CH:6][CH:5]=1)[C@@H:2]([N:11]([CH3:12])[C:20](=[O:29])[CH2:21][CH2:22][C:23]1[CH:28]=[CH:27][CH:26]=[CH:25][CH:24]=1)[CH3:1]. The catalyst class is: 1.